This data is from Forward reaction prediction with 1.9M reactions from USPTO patents (1976-2016). The task is: Predict the product of the given reaction. (1) Given the reactants [C:1]([C:3]1[CH:4]=[C:5]2[C:9](=[CH:10][CH:11]=1)[NH:8][C:7](=[O:12])[C:6]2([CH2:21][NH:22][C@@H:23]([CH3:29])[C:24]([N:26]([CH3:28])[CH3:27])=[O:25])[C:13]1[CH:18]=[CH:17][CH:16]=[CH:15][C:14]=1[O:19][CH3:20])#[N:2].[F:30][C:31]([F:44])([F:43])[O:32][C:33]1[CH:38]=[CH:37][C:36]([S:39](Cl)(=[O:41])=[O:40])=[CH:35][CH:34]=1, predict the reaction product. The product is: [C:1]([C:3]1[CH:4]=[C:5]2[C:9](=[CH:10][CH:11]=1)[N:8]([S:39]([C:36]1[CH:35]=[CH:34][C:33]([O:32][C:31]([F:30])([F:43])[F:44])=[CH:38][CH:37]=1)(=[O:41])=[O:40])[C:7](=[O:12])[C:6]2([CH2:21][NH:22][C@@H:23]([CH3:29])[C:24]([N:26]([CH3:27])[CH3:28])=[O:25])[C:13]1[CH:18]=[CH:17][CH:16]=[CH:15][C:14]=1[O:19][CH3:20])#[N:2]. (2) Given the reactants [CH2:1]([O:8][C:9]1[CH:14]=[CH:13][C:12]([C@@H:15]([O:37][C:38](=[O:40])[CH3:39])[CH2:16][N:17]([CH2:30][C:31]2[CH:36]=[CH:35][CH:34]=[CH:33][CH:32]=2)[C:18]2([CH3:29])[CH2:26][C:25]3[C:20](=[CH:21][C:22]([CH3:28])=[C:23]([CH3:27])[CH:24]=3)[CH2:19]2)=[CH:11][C:10]=1[N+:41]([O-])=O)[C:2]1[CH:7]=[CH:6][CH:5]=[CH:4][CH:3]=1, predict the reaction product. The product is: [NH2:41][C:10]1[CH:11]=[C:12]([C@@H:15]([O:37][C:38](=[O:40])[CH3:39])[CH2:16][N:17]([CH2:30][C:31]2[CH:32]=[CH:33][CH:34]=[CH:35][CH:36]=2)[C:18]2([CH3:29])[CH2:26][C:25]3[C:20](=[CH:21][C:22]([CH3:28])=[C:23]([CH3:27])[CH:24]=3)[CH2:19]2)[CH:13]=[CH:14][C:9]=1[O:8][CH2:1][C:2]1[CH:7]=[CH:6][CH:5]=[CH:4][CH:3]=1.